Predict the reactants needed to synthesize the given product. From a dataset of Full USPTO retrosynthesis dataset with 1.9M reactions from patents (1976-2016). (1) Given the product [Cl:8][C:6]1[CH:7]=[C:2]([O:16][C:13]2[CH:14]=[CH:15][C:10]([Cl:9])=[CH:11][CH:12]=2)[N:3]=[CH:4][N:5]=1, predict the reactants needed to synthesize it. The reactants are: Cl[C:2]1[CH:7]=[C:6]([Cl:8])[N:5]=[CH:4][N:3]=1.[Cl:9][C:10]1[CH:15]=[CH:14][C:13]([OH:16])=[CH:12][CH:11]=1.C(=O)([O-])[O-].[K+].[K+].[OH-].[Na+]. (2) The reactants are: [Br:1][C:2]1[CH:10]=[CH:9][CH:8]=[C:7]2[C:3]=1[CH2:4][CH2:5][CH:6]2O.S(=O)(=O)(O)O. Given the product [Br:1][C:2]1[CH:10]=[CH:9][CH:8]=[C:7]2[C:3]=1[CH:4]=[CH:5][CH2:6]2, predict the reactants needed to synthesize it. (3) The reactants are: [CH3:1][C:2]1[S:3][CH:4]=[C:5]([C:7]([NH:9][C:10]2[C:11]3[C:15]([CH:16]=[C:17](B4OC(C)(C)CC(C)(C)O4)[CH:18]=2)=[N:14][N:13](C2CCCCO2)[CH:12]=3)=[O:8])[N:6]=1.Br[C:36]1[CH:37]=[C:38]([O:42][CH2:43][C:44]([OH:46])=[O:45])[CH:39]=[CH:40][CH:41]=1.C(=O)([O-])[O-].[Na+].[Na+].O1CCOCC1. Given the product [CH3:1][C:2]1[S:3][CH:4]=[C:5]([C:7]([NH:9][C:10]2[CH:18]=[C:17]([C:36]3[CH:37]=[C:38]([O:42][CH2:43][C:44]([OH:46])=[O:45])[CH:39]=[CH:40][CH:41]=3)[CH:16]=[C:15]3[C:11]=2[CH:12]=[N:13][NH:14]3)=[O:8])[N:6]=1, predict the reactants needed to synthesize it. (4) The reactants are: [N+:1]([C:4]1[CH:10]=[CH:9][CH:8]=[CH:7][C:5]=1[NH2:6])([O-:3])=[O:2].[CH3:11][C:12]([O:15][C:16](O[C:16]([O:15][C:12]([CH3:14])([CH3:13])[CH3:11])=[O:17])=[O:17])([CH3:14])[CH3:13].C(O)(C(F)(F)F)=O.C([O-])(O)=O.[Na+]. Given the product [C:12]([O:15][C:16](=[O:17])[NH:6][C:5]1[CH:7]=[CH:8][CH:9]=[CH:10][C:4]=1[N+:1]([O-:3])=[O:2])([CH3:14])([CH3:13])[CH3:11], predict the reactants needed to synthesize it. (5) Given the product [Cl:31][C:4]1[CH:5]=[C:6]2[C:10](=[C:2]([NH:1][C:33]([NH:32][C:35]3[CH:40]=[CH:39][CH:38]=[CH:37][CH:36]=3)=[S:34])[CH:3]=1)[NH:9][C:8]([C:11]([NH2:13])=[O:12])=[C:7]2[S:14]([N:17]1[CH2:22][CH2:21][O:20][C@H:19]([CH2:23][O:24][C:25]2[CH:26]=[CH:27][CH:28]=[CH:29][CH:30]=2)[CH2:18]1)(=[O:16])=[O:15], predict the reactants needed to synthesize it. The reactants are: [NH2:1][C:2]1[CH:3]=[C:4]([Cl:31])[CH:5]=[C:6]2[C:10]=1[NH:9][C:8]([C:11]([NH2:13])=[O:12])=[C:7]2[S:14]([N:17]1[CH2:22][CH2:21][O:20][C@H:19]([CH2:23][O:24][C:25]2[CH:30]=[CH:29][CH:28]=[CH:27][CH:26]=2)[CH2:18]1)(=[O:16])=[O:15].[N:32]([C:35]1[CH:40]=[CH:39][CH:38]=[CH:37][CH:36]=1)=[C:33]=[S:34]. (6) Given the product [Cl:1][C:2]([CH3:26])([CH3:25])[C:3]([C:5]1[CH:10]=[CH:9][C:8]([C:11]([C:13]2[CH:18]=[CH:17][C:16]([C:19](=[O:24])[C:20]([CH3:23])([Cl:22])[CH3:21])=[CH:15][CH:14]=2)=[O:30])=[CH:7][CH:6]=1)=[O:4], predict the reactants needed to synthesize it. The reactants are: [Cl:1][C:2]([CH3:26])([CH3:25])[C:3]([C:5]1[CH:10]=[CH:9][C:8]([CH:11]([C:13]2[CH:18]=[CH:17][C:16]([C:19](=[O:24])[C:20]([CH3:23])([Cl:22])[CH3:21])=[CH:15][CH:14]=2)Br)=[CH:7][CH:6]=1)=[O:4].ClC(C)(C)C(C1C=CC(C(C2C=CC(C(=O)C(C)(Cl)C)=CC=2)(Br)Br)=CC=1)=[O:30]. (7) Given the product [C:1]([C:3]1[CH:4]=[CH:5][C:6]([C@@H:12]2[C:17]3[C:18](=[O:21])[CH2:19][CH2:20][C:16]=3[N:15]([C:22]3[CH:27]=[CH:26][CH:25]=[C:24]([C:28]([F:29])([F:31])[F:30])[CH:23]=3)[C:14](=[O:32])[N:13]2[CH3:33])=[C:7]([CH:11]=1)[C:8]([NH2:35])=[O:9])#[N:2], predict the reactants needed to synthesize it. The reactants are: [C:1]([C:3]1[CH:4]=[CH:5][C:6]([C@@H:12]2[C:17]3[C:18](=[O:21])[CH2:19][CH2:20][C:16]=3[N:15]([C:22]3[CH:27]=[CH:26][CH:25]=[C:24]([C:28]([F:31])([F:30])[F:29])[CH:23]=3)[C:14](=[O:32])[N:13]2[CH3:33])=[C:7]([CH:11]=1)[C:8]([O-])=[O:9])#[N:2].C[N:35](C)C=O.C(N(CC)C(C)C)(C)C.[Cl-].N. (8) Given the product [C:6]([O:5][C:3](=[O:4])[CH2:2][N:23]=[C:10]([C:11]1[CH:16]=[CH:15][CH:14]=[CH:13][CH:12]=1)[C:17]1[CH:22]=[CH:21][CH:20]=[CH:19][CH:18]=1)([CH3:9])([CH3:8])[CH3:7], predict the reactants needed to synthesize it. The reactants are: Cl[CH2:2][C:3]([O:5][C:6]([CH3:9])([CH3:8])[CH3:7])=[O:4].[C:10](=[NH:23])([C:17]1[CH:22]=[CH:21][CH:20]=[CH:19][CH:18]=1)[C:11]1[CH:16]=[CH:15][CH:14]=[CH:13][CH:12]=1.C(=O)([O-])[O-].[K+].[K+].